The task is: Predict the reactants needed to synthesize the given product.. This data is from Retrosynthesis with 50K atom-mapped reactions and 10 reaction types from USPTO. (1) Given the product Cc1sc2nc(-c3ccno3)nc(NCCc3ccccc3)c2c1Cl, predict the reactants needed to synthesize it. The reactants are: Cc1sc2nc(-c3ccno3)nc(Cl)c2c1Cl.NCCc1ccccc1. (2) The reactants are: COC(=O)[C@@H]1CNC(=O)CN1C(=O)OC(C)(C)C. Given the product CC(C)(C)OC(=O)N1CC(=O)NC[C@H]1C(=O)O, predict the reactants needed to synthesize it. (3) Given the product C[C@@H](Oc1ccc(OC(F)=Cc2ccccc2)cc1)C(=O)N(C)c1ccccc1F, predict the reactants needed to synthesize it. The reactants are: CI.C[C@@H](Oc1ccc(OC(F)=Cc2ccccc2)cc1)C(=O)Nc1ccccc1F. (4) Given the product CN1C(C(=O)Nc2cnccn2)=C(O)c2sc3ccccc3c2S1(=O)=O, predict the reactants needed to synthesize it. The reactants are: CCOC(=O)C1=C(O)c2sc3ccccc3c2S(=O)(=O)N1C.Nc1cnccn1. (5) The reactants are: CC(C)[Mg+].COc1cccc(Cl)n1. Given the product COc1cccc(C(C)C)n1, predict the reactants needed to synthesize it. (6) Given the product COC(=O)C1CCNC(c2ccc(C(F)(F)F)cc2F)C1, predict the reactants needed to synthesize it. The reactants are: COC(=O)c1ccnc(-c2ccc(C(F)(F)F)cc2F)c1. (7) Given the product CNC(=O)N1C2c3ccccc3OCC2(C(=O)OC)CN1C(=O)Nc1ccc(C(F)(F)F)cc1, predict the reactants needed to synthesize it. The reactants are: CN=C=O.COC(=O)C12COc3ccccc3C1NN(C(=O)Nc1ccc(C(F)(F)F)cc1)C2. (8) The reactants are: CS(=O)(=O)Cl.O=C1NCCN1C[C@@H]1C[C@@H](O)CN1C(=O)OCc1ccc([N+](=O)[O-])cc1. Given the product CS(=O)(=O)O[C@@H]1C[C@@H](CN2CCNC2=O)N(C(=O)OCc2ccc([N+](=O)[O-])cc2)C1, predict the reactants needed to synthesize it. (9) Given the product CCCNCC1OCCO1, predict the reactants needed to synthesize it. The reactants are: BrCC1OCCO1.CCCN.